This data is from Forward reaction prediction with 1.9M reactions from USPTO patents (1976-2016). The task is: Predict the product of the given reaction. (1) Given the reactants [Cl:1][C:2]1[N:7]=[C:6]2[NH:8][N:9]=[CH:10][C:5]2=[CH:4][N:3]=1.[C:11]([O:15][C:16]([N:18]1[CH2:23][CH2:22][CH2:21][CH:20]([CH2:24]OS(C)(=O)=O)[CH2:19]1)=[O:17])([CH3:14])([CH3:13])[CH3:12].C(=O)([O-])[O-].[K+].[K+].O, predict the reaction product. The product is: [C:11]([O:15][C:16]([N:18]1[CH2:23][CH2:22][CH2:21][CH:20]([CH2:24][N:8]2[C:6]3=[N:7][C:2]([Cl:1])=[N:3][CH:4]=[C:5]3[CH:10]=[N:9]2)[CH2:19]1)=[O:17])([CH3:14])([CH3:12])[CH3:13]. (2) Given the reactants [CH2:1]([O:8][C@H:9]([C@H:26]([C@@H:32]([OH:34])[CH3:33])[CH2:27][CH2:28][CH:29]([CH3:31])[CH3:30])[CH2:10][CH2:11][CH2:12][C@H:13]([NH:18][C:19]([O:21][C:22]([CH3:25])([CH3:24])[CH3:23])=[O:20])[C:14]([O:16]C)=[O:15])[C:2]1[CH:7]=[CH:6][CH:5]=[CH:4][CH:3]=1.O[Li].O, predict the reaction product. The product is: [CH2:1]([O:8][C@H:9]([C@H:26]([C@@H:32]([OH:34])[CH3:33])[CH2:27][CH2:28][CH:29]([CH3:30])[CH3:31])[CH2:10][CH2:11][CH2:12][C@H:13]([NH:18][C:19]([O:21][C:22]([CH3:23])([CH3:25])[CH3:24])=[O:20])[C:14]([OH:16])=[O:15])[C:2]1[CH:3]=[CH:4][CH:5]=[CH:6][CH:7]=1. (3) Given the reactants [Cl:1][C:2]1[CH:7]=[CH:6][C:5]([S:8]([NH2:11])(=[O:10])=[O:9])=[CH:4][CH:3]=1.C[Al](C)C.[Cl:16][C:17]1[CH:22]=[CH:21][C:20]([N:23]2[CH2:27][CH:26]([C:28]#[N:29])[N:25]=[C:24]2[C:30]2[CH:35]=[CH:34][C:33]([Cl:36])=[CH:32][C:31]=2[Cl:37])=[CH:19][CH:18]=1.CO.O, predict the reaction product. The product is: [Cl:16][C:17]1[CH:18]=[CH:19][C:20]([N:23]2[CH2:27][CH:26]([C:28]([NH:11][S:8]([C:5]3[CH:4]=[CH:3][C:2]([Cl:1])=[CH:7][CH:6]=3)(=[O:9])=[O:10])=[NH:29])[N:25]=[C:24]2[C:30]2[CH:35]=[CH:34][C:33]([Cl:36])=[CH:32][C:31]=2[Cl:37])=[CH:21][CH:22]=1. (4) Given the reactants [CH:1]1([CH2:4][CH:5]([C:9]2[CH:14]=[CH:13][C:12]([NH:15][CH:16]([CH3:18])[CH3:17])=[CH:11][N:10]=2)[C:6]([OH:8])=O)[CH2:3][CH2:2]1.C1CN([P+](ON2N=NC3C=CC=CC2=3)(N2CCCC2)N2CCCC2)CC1.F[P-](F)(F)(F)(F)F.[CH3:52][C:53]1[CH:58]=[C:57]([C:59]2[CH:64]=[CH:63][C:62]([NH2:65])=[CH:61][CH:60]=2)[CH:56]=[CH:55][N:54]=1.C(N(CC)CC)C, predict the reaction product. The product is: [CH:1]1([CH2:4][CH:5]([C:9]2[CH:14]=[CH:13][C:12]([NH:15][CH:16]([CH3:18])[CH3:17])=[CH:11][N:10]=2)[C:6]([NH:65][C:62]2[CH:61]=[CH:60][C:59]([C:57]3[CH:56]=[CH:55][N:54]=[C:53]([CH3:52])[CH:58]=3)=[CH:64][CH:63]=2)=[O:8])[CH2:2][CH2:3]1. (5) Given the reactants [OH:1][C:2]1[CH:10]=[CH:9][C:5]([C:6](O)=[O:7])=[CH:4][N:3]=1.S(Cl)([Cl:13])=O, predict the reaction product. The product is: [OH:1][C:2]1[CH:10]=[CH:9][C:5]([C:6]([Cl:13])=[O:7])=[CH:4][N:3]=1. (6) Given the reactants [NH2:1][CH:2]1[CH2:11][C:10]2[C:9]([C:12]([NH2:14])=[O:13])=[CH:8][CH:7]=[C:6]([F:15])[C:5]=2[O:4][CH2:3]1.Br[CH2:17][CH2:18][CH2:19][C:20]1[C:28]2[C:23](=[CH:24][CH:25]=[C:26]([O:29][CH3:30])[CH:27]=2)[NH:22][CH:21]=1.C(N(CC)C(C)C)(C)C, predict the reaction product. The product is: [F:15][C:6]1[C:5]2[O:4][CH2:3][CH:2]([NH:1][CH2:17][CH2:18][CH2:19][C:20]3[C:28]4[C:23](=[CH:24][CH:25]=[C:26]([O:29][CH3:30])[CH:27]=4)[NH:22][CH:21]=3)[CH2:11][C:10]=2[C:9]([C:12]([NH2:14])=[O:13])=[CH:8][CH:7]=1. (7) Given the reactants [OH:1][C:2]12[CH2:11][CH:6]3[CH2:7][CH:8]([CH2:10][CH:4]([C:5]3=[N:12]O)[CH2:3]1)[CH2:9]2.OCC1(OC[C@@H](O)[C@@H](O)[C@H]1O)O.[H][H], predict the reaction product. The product is: [NH2:12][CH:5]1[CH:6]2[CH2:11][C:2]3([OH:1])[CH2:9][CH:8]([CH2:10][CH:4]1[CH2:3]3)[CH2:7]2. (8) Given the reactants [CH3:5][Si:4]([CH3:7])([CH3:6])[N-][Si:4]([CH3:7])([CH3:6])[CH3:5].[Na+].[Cl:11][C:12]1[C:13]([OH:30])=[C:14]([C:27](=[O:29])[CH3:28])[CH:15]=[CH:16][C:17]=1[O:18][CH2:19][C:20]1[CH:25]=[CH:24][C:23]([I:26])=[CH:22][CH:21]=1.[CH3:31][Si:32](Cl)([CH3:34])[CH3:33].C(=O)(O)[O-].[Na+], predict the reaction product. The product is: [Cl:11][C:12]1[C:13]([O:30][Si:32]([CH3:34])([CH3:33])[CH3:31])=[C:14]([C:27]([O:29][Si:4]([CH3:5])([CH3:6])[CH3:7])=[CH2:28])[CH:15]=[CH:16][C:17]=1[O:18][CH2:19][C:20]1[CH:25]=[CH:24][C:23]([I:26])=[CH:22][CH:21]=1. (9) Given the reactants [C:1]([CH2:4][C@H:5]1[CH2:16][CH2:15][C:14]2[S:13][C:12]3[N:11]=[CH:10][N:9]=[C:8]([O:17][CH:18]4[CH2:23][CH2:22][C:21]([NH:26]C(=O)OC(C)(C)C)([CH2:24][CH3:25])[CH2:20][CH2:19]4)[C:7]=3[C:6]1=2)(=[O:3])[NH2:2].[ClH:34], predict the reaction product. The product is: [ClH:34].[NH2:26][C:21]1([CH2:24][CH3:25])[CH2:20][CH2:19][CH:18]([O:17][C:8]2[C:7]3[C:6]4[C@@H:5]([CH2:4][C:1]([NH2:2])=[O:3])[CH2:16][CH2:15][C:14]=4[S:13][C:12]=3[N:11]=[CH:10][N:9]=2)[CH2:23][CH2:22]1. (10) Given the reactants [Cl:1][C:2]1[CH:3]=[C:4]([N:9]2[C:13]([C:14]3[CH:15]=[CH:16][C:17]4[N:18]([N:20]=[CH:21][N:22]=4)[CH:19]=3)=[C:12]([CH3:23])[NH:11][C:10]2=[O:24])[CH:5]=[CH:6][C:7]=1[F:8].CN(C)C=O.CC(C)([O-])C.[K+].Br[CH2:37][C:38]1[CH:46]=[CH:45][C:41]2=[N:42][S:43][N:44]=[C:40]2[CH:39]=1, predict the reaction product. The product is: [N:22]1[CH:21]=[N:20][N:18]2[CH:19]=[C:14]([C:13]3[N:9]([C:4]4[CH:5]=[CH:6][C:7]([F:8])=[C:2]([Cl:1])[CH:3]=4)[C:10](=[O:24])[N:11]([CH2:37][C:38]4[CH:46]=[CH:45][C:41]5=[N:42][S:43][N:44]=[C:40]5[CH:39]=4)[C:12]=3[CH3:23])[CH:15]=[CH:16][C:17]=12.